This data is from Full USPTO retrosynthesis dataset with 1.9M reactions from patents (1976-2016). The task is: Predict the reactants needed to synthesize the given product. (1) Given the product [CH2:25]([O:32][C:33]1[CH:60]=[CH:59][C:58]([CH2:61][CH2:20][Br:24])=[CH:57][C:34]=1[C:35]([NH:37][C:38]1[CH:50]=[C:49]([C:51]2[CH:56]=[CH:55][CH:54]=[CH:53][CH:52]=2)[CH:48]=[CH:47][C:39]=1[C:40]([O:42][C:43]([CH3:46])([CH3:45])[CH3:44])=[O:41])=[O:36])[C:26]1[CH:27]=[CH:28][CH:29]=[CH:30][CH:31]=1, predict the reactants needed to synthesize it. The reactants are: C1(P(C2C=CC=CC=2)C2C=CC=CC=2)C=CC=CC=1.[C:20]([Br:24])(Br)(Br)Br.[CH2:25]([O:32][C:33]1[CH:60]=[CH:59][C:58]([CH2:61]CO)=[CH:57][C:34]=1[C:35]([NH:37][C:38]1[CH:50]=[C:49]([C:51]2[CH:56]=[CH:55][CH:54]=[CH:53][CH:52]=2)[CH:48]=[CH:47][C:39]=1[C:40]([O:42][C:43]([CH3:46])([CH3:45])[CH3:44])=[O:41])=[O:36])[C:26]1[CH:31]=[CH:30][CH:29]=[CH:28][CH:27]=1. (2) Given the product [C:3]([C:7]([C:10]([CH2:13][O:14][C:7]([C:10]([OH:18])=[O:15])([C:3]([F:6])([F:5])[F:4])[F:8])([F:12])[F:11])([F:9])[F:8])([F:6])([F:5])[F:4], predict the reactants needed to synthesize it. The reactants are: [H-].[Na+].[C:3]([C:7]([C:10]([CH2:13][OH:14])([F:12])[F:11])([F:9])[F:8])([F:6])([F:5])[F:4].[OH-:15].[Na+].Cl.[OH2:18]. (3) Given the product [C:38]([O:37][C:35]([NH:34][C@@H:31]([CH2:30][CH2:29][CH2:28][CH2:27][NH:26][C:25]([O:24][C:20]([CH3:23])([CH3:22])[CH3:21])=[O:42])[CH2:32][NH:33][C:13]([C@@H:12]1[CH2:16][C@@H:17]([OH:19])[CH2:18][N:11]1[C:9]([O:8][CH2:1][C:2]1[CH:3]=[CH:4][CH:5]=[CH:6][CH:7]=1)=[O:10])=[O:15])=[O:36])([CH3:41])([CH3:40])[CH3:39], predict the reactants needed to synthesize it. The reactants are: [CH2:1]([O:8][C:9]([N:11]1[CH2:18][C@H:17]([OH:19])[CH2:16][C@H:12]1[C:13]([OH:15])=O)=[O:10])[C:2]1[CH:7]=[CH:6][CH:5]=[CH:4][CH:3]=1.[C:20]([O:24][C:25](=[O:42])[NH:26][CH2:27][CH2:28][CH2:29][CH2:30][C@H:31]([NH:34][C:35]([O:37][C:38]([CH3:41])([CH3:40])[CH3:39])=[O:36])[CH2:32][NH2:33])([CH3:23])([CH3:22])[CH3:21].C(Cl)CCl.C1C=CC2N(O)N=NC=2C=1. (4) Given the product [C:1]([C:4]1[CH:9]=[CH:8][C:7]([S:10]([NH:21][CH2:22][C:23]2[CH:28]=[CH:27][CH:26]=[CH:25][N:24]=2)(=[O:12])=[O:11])=[CH:6][CH:5]=1)(=[O:3])[CH3:2], predict the reactants needed to synthesize it. The reactants are: [C:1]([C:4]1[CH:9]=[CH:8][C:7]([S:10](Cl)(=[O:12])=[O:11])=[CH:6][CH:5]=1)(=[O:3])[CH3:2].C(N(CC)CC)C.[NH2:21][CH2:22][C:23]1[CH:28]=[CH:27][CH:26]=[CH:25][N:24]=1. (5) Given the product [C:8]([O:7][C:6]([NH:5][CH:3]([C:2]1[C:13]([C:14]2[CH:19]=[CH:18][CH:17]=[CH:16][N:15]=2)=[C:24]([C:25]([OH:30])=[O:32])[C:23]2[C:27](=[CH:28][CH:29]=[C:21]([F:20])[CH:22]=2)[N:26]=1)[CH3:4])=[O:12])([CH3:11])([CH3:10])[CH3:9], predict the reactants needed to synthesize it. The reactants are: O=[C:2]([CH2:13][C:14]1[CH:19]=[CH:18][CH:17]=[CH:16][N:15]=1)[C@@H:3]([NH:5][C:6](=[O:12])[O:7][C:8]([CH3:11])([CH3:10])[CH3:9])[CH3:4].[F:20][C:21]1[CH:22]=[C:23]2[C:27](=[CH:28][CH:29]=1)[NH:26][C:25](=[O:30])[C:24]2=O.[OH-:32].[K+]. (6) Given the product [OH:39][CH2:38][C:37]([N:33]1[CH2:34][CH2:35][C@@H:31]([O:30][C:25]2[CH:24]=[CH:23][C:22]([C:19]3[N:18]=[CH:17][N:16]=[C:15]4[C:20]=3[N:21]=[C:13]([C:10]3[CH:9]=[CH:8][C:7]([N:4]5[CH2:5][CH2:6][O:1][CH2:2][CH2:3]5)=[CH:12][CH:11]=3)[NH:14]4)=[CH:29][C:26]=2[C:27]#[N:28])[CH2:32]1)=[O:36], predict the reactants needed to synthesize it. The reactants are: [O:1]1[CH2:6][CH2:5][N:4]([C:7]2[CH:12]=[CH:11][C:10]([C:13]3[NH:14][C:15]4[C:20]([N:21]=3)=[C:19]([C:22]3[CH:23]=[CH:24][C:25]([O:30][C@@H:31]5[CH2:35][CH2:34][NH:33][CH2:32]5)=[C:26]([CH:29]=3)[C:27]#[N:28])[N:18]=[CH:17][N:16]=4)=[CH:9][CH:8]=2)[CH2:3][CH2:2]1.[OH:36][CH2:37][C:38](O)=[O:39].CCN(C(C)C)C(C)C.CN(C(ON1N=NC2C=CC=NC1=2)=[N+](C)C)C.F[P-](F)(F)(F)(F)F.